Dataset: Full USPTO retrosynthesis dataset with 1.9M reactions from patents (1976-2016). Task: Predict the reactants needed to synthesize the given product. Given the product [CH3:1][C:2]1[C:10]2[C:9]([C:11]([OH:13])=[O:12])=[CH:8][C:7]([CH3:15])=[N:6][C:5]=2[N:4]([C:16]2[CH:21]=[CH:20][CH:19]=[CH:18][CH:17]=2)[N:3]=1, predict the reactants needed to synthesize it. The reactants are: [CH3:1][C:2]1[C:10]2[C:9]([C:11]([O:13]C)=[O:12])=[CH:8][C:7]([CH3:15])=[N:6][C:5]=2[N:4]([C:16]2[CH:21]=[CH:20][CH:19]=[CH:18][CH:17]=2)[N:3]=1.Cl.